Dataset: Forward reaction prediction with 1.9M reactions from USPTO patents (1976-2016). Task: Predict the product of the given reaction. (1) Given the reactants C([O:3][C:4](=[O:38])[C:5]1[CH:10]=[CH:9][C:8]([NH:11][C:12](=[O:36])[CH:13]([C:20]2[N:21]([C:29]3[CH:34]=[CH:33][C:32]([Cl:35])=[CH:31][CH:30]=3)[N:22]=[C:23]3[C:28]=2[CH2:27][CH2:26][CH2:25][CH2:24]3)[CH:14]2[CH2:19][CH2:18][CH2:17][CH2:16][CH2:15]2)=[C:7]([F:37])[CH:6]=1)C.[OH-].[Li+], predict the reaction product. The product is: [Cl:35][C:32]1[CH:31]=[CH:30][C:29]([N:21]2[C:20]([CH:13]([CH:14]3[CH2:19][CH2:18][CH2:17][CH2:16][CH2:15]3)[C:12]([NH:11][C:8]3[CH:9]=[CH:10][C:5]([C:4]([OH:38])=[O:3])=[CH:6][C:7]=3[F:37])=[O:36])=[C:28]3[C:23]([CH2:24][CH2:25][CH2:26][CH2:27]3)=[N:22]2)=[CH:34][CH:33]=1. (2) Given the reactants Br[C:2]([Br:4])=O.[C:5]([C:9]1[CH:10]=[C:11]([C:20]2[N:21]=[C:22]([CH:26]3[CH2:31][CH2:30][N:29]([C:32](=[O:43])[CH2:33][N:34]4[C:38]5=[N:39][CH:40]=[CH:41][CH:42]=[C:37]5[N:36]=[CH:35]4)[CH2:28][CH2:27]3)[S:23][C:24]=2[Cl:25])[CH:12]=C(SC(F)(F)F)[CH:14]=1)([CH3:8])([CH3:7])[CH3:6].CCN(CC)CC.[C:51](OC(OC(C)(C)C)=O)(OC(C)(C)C)=[O:52], predict the reaction product. The product is: [Br:4][C:2]1[CH:12]=[C:11]([C:20]2[N:21]=[C:22]([CH:26]3[CH2:27][CH2:28][N:29]([C:32](=[O:43])[CH2:33][N:34]4[C:38]5=[N:39][CH:40]=[CH:41][CH:42]=[C:37]5[N:36]=[CH:35]4)[CH2:30][CH2:31]3)[S:23][C:24]=2[Cl:25])[CH:10]=[C:9]([C:5]2([CH3:8])[CH2:7][CH2:6]2)[C:14]=1[O:52][CH3:51].